From a dataset of Reaction yield outcomes from USPTO patents with 853,638 reactions. Predict the reaction yield, written as a fraction of the theoretical maximum amount of product (1.0 means a 100% yield; for example, 0.34 means a 34% yield). (1) The reactants are [NH2:1][C:2]1[S:6][N:5]=[C:4]([S:7][CH2:8][CH2:9][CH2:10][CH2:11][CH3:12])[C:3]=1[C:13]([NH2:15])=[O:14].N1C=CC=CC=1.Cl[C:23]([O:25][C:26]1[CH:31]=[CH:30][CH:29]=[CH:28][CH:27]=1)=[O:24]. The catalyst is O1CCCC1. The product is [C:26]1([O:25][C:23](=[O:24])[NH:1][C:2]2[S:6][N:5]=[C:4]([S:7][CH2:8][CH2:9][CH2:10][CH2:11][CH3:12])[C:3]=2[C:13](=[O:14])[NH2:15])[CH:31]=[CH:30][CH:29]=[CH:28][CH:27]=1. The yield is 0.790. (2) The reactants are Br[C:2]1[CH:3]=[N:4][C:5]2[C:10]([CH:11]=1)=[CH:9][C:8]([CH2:12][N:13]1[C:17]3=[N:18][C:19](Br)=[CH:20][N:21]=[C:16]3[N:15]=[N:14]1)=[CH:7][CH:6]=2.C([Sn](CCCC)(CCCC)C([O:30][CH2:31][CH3:32])=C)CCC.[CH3:41][CH2:42][O:43]C(C)=O. The catalyst is CN(C=O)C.C1C=CC([P]([Pd]([P](C2C=CC=CC=2)(C2C=CC=CC=2)C2C=CC=CC=2)([P](C2C=CC=CC=2)(C2C=CC=CC=2)C2C=CC=CC=2)[P](C2C=CC=CC=2)(C2C=CC=CC=2)C2C=CC=CC=2)(C2C=CC=CC=2)C2C=CC=CC=2)=CC=1. The product is [C:42]([C:19]1[N:18]=[C:17]2[N:13]([CH2:12][C:8]3[CH:9]=[C:10]4[C:5](=[CH:6][CH:7]=3)[N:4]=[CH:3][C:2]([C:31](=[O:30])[CH3:32])=[CH:11]4)[N:14]=[N:15][C:16]2=[N:21][CH:20]=1)(=[O:43])[CH3:41]. The yield is 0.450. (3) The reactants are CC(C)([O-])C.[K+].[CH3:7][C:8]([C:10]1[CH:15]=[CH:14][C:13]([O:16][CH3:17])=[CH:12][C:11]=1[O:18][CH3:19])=[O:9].[C:20](=O)([O:23]C)[O:21][CH3:22].C(O)(=O)CC(CC(O)=O)(C(O)=O)O. The catalyst is C(OC)(C)(C)C. The product is [CH3:19][O:18][C:11]1[CH:12]=[C:13]([O:16][CH3:17])[CH:14]=[CH:15][C:10]=1[C:8](=[O:9])[CH2:7][C:20]([O:21][CH3:22])=[O:23]. The yield is 0.850.